Task: Predict the reactants needed to synthesize the given product.. Dataset: Full USPTO retrosynthesis dataset with 1.9M reactions from patents (1976-2016) (1) Given the product [F:21][C:19]1([F:22])[O:18][C:17]2[CH:23]=[CH:24][C:14]([C:11]3([C:9]([NH:8][C:6]4[N:7]=[C:2]([C:37]5[CH:38]=[CH:39][C:34]([C:32]([O:31][C:27]([CH3:28])([CH3:29])[CH3:30])=[O:33])=[CH:35][CH:36]=5)[C:3]([CH2:25][CH3:26])=[CH:4][CH:5]=4)=[O:10])[CH2:13][CH2:12]3)=[CH:15][C:16]=2[O:20]1, predict the reactants needed to synthesize it. The reactants are: Cl[C:2]1[N:7]=[C:6]([NH:8][C:9]([C:11]2([C:14]3[CH:24]=[CH:23][C:17]4[O:18][C:19]([F:22])([F:21])[O:20][C:16]=4[CH:15]=3)[CH2:13][CH2:12]2)=[O:10])[CH:5]=[CH:4][C:3]=1[CH2:25][CH3:26].[C:27]([O:31][C:32]([C:34]1[CH:39]=[CH:38][C:37](B(O)O)=[CH:36][CH:35]=1)=[O:33])([CH3:30])([CH3:29])[CH3:28].C(=O)([O-])[O-].[K+].[K+]. (2) Given the product [Cl:1][C:2]1[CH:9]=[C:8]([Cl:10])[CH:7]=[CH:6][C:3]=1[CH:4]=[C:12]([C:11]#[N:15])[C:13]#[N:14], predict the reactants needed to synthesize it. The reactants are: [Cl:1][C:2]1[CH:9]=[C:8]([Cl:10])[CH:7]=[CH:6][C:3]=1[CH:4]=O.[C:11](#[N:15])[CH2:12][C:13]#[N:14].[OH-].[K+].